From a dataset of Catalyst prediction with 721,799 reactions and 888 catalyst types from USPTO. Predict which catalyst facilitates the given reaction. (1) Reactant: CC1SC(C2C3C(=CC4C(C=3)=C(C3C=CC([C:25](O)=[O:26])=CC=3)C=CC=4)C(C)(C)CC=2)=CC=1.CC1SC(C2C=CC3C(=CC=C(Br)C=3)S2)=CC=1.[CH3:49][C:50]1([CH3:67])[CH:59]=[C:58]([C:60]2[S:64][C:63]([CH3:65])=[CH:62][CH:61]=2)[C:57]2[C:52](=[CH:53][CH:54]=[C:55](Br)[CH:56]=2)[S:51]1.[Li]CCCC.CN(C=O)C. Product: [CH3:49][C:50]1([CH3:67])[CH:59]=[C:58]([C:60]2[S:64][C:63]([CH3:65])=[CH:62][CH:61]=2)[C:57]2[C:52](=[CH:53][CH:54]=[C:55]([CH:25]=[O:26])[CH:56]=2)[S:51]1. The catalyst class is: 134. (2) Reactant: [C:1]([O:6][C@@H:7]1[C@@H:15]([CH2:16]/[CH:17]=[CH:18]/[CH2:19][CH2:20][CH2:21][CH3:22])[C:14](=[O:23])[O:13][CH2:12][C@H:11]([NH:24][C:25](=[O:35])[C:26]2[C:31]([OH:32])=[C:30]([O:33][CH3:34])[CH:29]=[CH:28][N:27]=2)[C:10](=[O:36])[O:9][C@H:8]1[CH3:37])(=[O:5])[CH:2]([CH3:4])[CH3:3]. Product: [C:1]([O:6][C@@H:7]1[C@@H:15]([CH2:16][CH2:17][CH2:18][CH2:19][CH2:20][CH2:21][CH3:22])[C:14](=[O:23])[O:13][CH2:12][C@H:11]([NH:24][C:25](=[O:35])[C:26]2[C:31]([OH:32])=[C:30]([O:33][CH3:34])[CH:29]=[CH:28][N:27]=2)[C:10](=[O:36])[O:9][C@H:8]1[CH3:37])(=[O:5])[CH:2]([CH3:4])[CH3:3]. The catalyst class is: 99.